From a dataset of Full USPTO retrosynthesis dataset with 1.9M reactions from patents (1976-2016). Predict the reactants needed to synthesize the given product. (1) Given the product [Br-:20].[F:1][C:2]1[CH:3]=[CH:4][C:5]([CH2:10][CH2:11][C:12]2[CH:17]=[CH:16][C:15]([O:18][CH3:19])=[CH:14][CH:13]=2)=[C:6]([CH:7]=1)[CH2:8][P+:27]([C:28]1[CH:29]=[CH:30][CH:31]=[CH:32][CH:33]=1)([C:34]1[CH:39]=[CH:38][CH:37]=[CH:36][CH:35]=1)[C:21]1[CH:22]=[CH:23][CH:24]=[CH:25][CH:26]=1, predict the reactants needed to synthesize it. The reactants are: [F:1][C:2]1[CH:3]=[CH:4][C:5]([CH2:10][CH2:11][C:12]2[CH:17]=[CH:16][C:15]([O:18][CH3:19])=[CH:14][CH:13]=2)=[C:6]([CH2:8]O)[CH:7]=1.[BrH:20].[C:21]1([PH+:27]([C:34]2[CH:39]=[CH:38][CH:37]=[CH:36][CH:35]=2)[C:28]2[CH:33]=[CH:32][CH:31]=[CH:30][CH:29]=2)[CH:26]=[CH:25][CH:24]=[CH:23][CH:22]=1. (2) Given the product [C:29]([O:32][CH2:33][O:12][C:11](=[O:13])[C:10]([NH:9][NH:8][C:6]([O:5][C:1]([CH3:4])([CH3:2])[CH3:3])=[O:7])([CH3:23])[CH2:14][C:15]1[CH:20]=[CH:19][C:18]([OH:21])=[C:17]([OH:22])[CH:16]=1)(=[O:31])[CH3:30], predict the reactants needed to synthesize it. The reactants are: [C:1]([O:5][C:6]([NH:8][NH:9][C:10]([CH3:23])([CH2:14][C:15]1[CH:20]=[CH:19][C:18]([OH:21])=[C:17]([OH:22])[CH:16]=1)[C:11]([OH:13])=[O:12])=[O:7])([CH3:4])([CH3:3])[CH3:2].C(=O)(O)[O-].[Cs+].[C:29]([O:32][CH2:33]Br)(=[O:31])[CH3:30]. (3) The reactants are: [F:1][C:2]([F:15])([F:14])[C:3]1[CH:4]=[C:5]2[C:9](=[CH:10][CH:11]=1)[C:8](=[O:12])O[C:6]2=[O:13].[CH3:16][C:17]([NH2:20])([CH3:19])[CH3:18]. Given the product [C:17]([N:20]1[C:6](=[O:13])[C:5]2[C:9](=[CH:10][CH:11]=[C:3]([C:2]([F:1])([F:15])[F:14])[CH:4]=2)[C:8]1=[O:12])([CH3:19])([CH3:18])[CH3:16], predict the reactants needed to synthesize it. (4) Given the product [O:26]1[CH2:31][CH2:30][CH:29]([O:1][C:2]2[CH:7]=[CH:6][C:5]([N:8]3[CH2:13][CH2:12][CH:11]([C:14]4[CH:15]=[CH:16][C:17]([C@@H:20]([NH:22][C:23](=[O:25])[CH3:24])[CH3:21])=[CH:18][CH:19]=4)[CH2:10][CH2:9]3)=[CH:4][CH:3]=2)[CH2:28][CH2:27]1, predict the reactants needed to synthesize it. The reactants are: [OH:1][C:2]1[CH:7]=[CH:6][C:5]([N:8]2[CH2:13][CH2:12][CH:11]([C:14]3[CH:19]=[CH:18][C:17]([C@@H:20]([NH:22][C:23](=[O:25])[CH3:24])[CH3:21])=[CH:16][CH:15]=3)[CH2:10][CH2:9]2)=[CH:4][CH:3]=1.[O:26]1[CH2:31][CH2:30][CH:29](O)[CH2:28][CH2:27]1.C1(P(C2C=CC=CC=2)C2C=CC=CC=2)C=CC=CC=1.N(C(OC(C)(C)C)=O)=NC(OC(C)(C)C)=O. (5) Given the product [CH3:22][O:23][C:24]1[CH:25]=[C:26]2[C:31](=[CH:32][C:33]=1[O:34][CH3:35])[C@H:30]([CH2:36][CH2:37][C:38]1[CH:43]=[CH:42][C:41]([CH3:44])=[CH:40][CH:39]=1)[N:29]([C@H:4]([C:5]1[CH:6]=[CH:7][CH:8]=[CH:9][CH:10]=1)[C:1]([NH2:2])=[O:3])[CH2:28][CH2:27]2, predict the reactants needed to synthesize it. The reactants are: [C:1]([CH:4](OS(C1C=CC(C)=CC=1)(=O)=O)[C:5]1[CH:10]=[CH:9][CH:8]=[CH:7][CH:6]=1)(=[O:3])[NH2:2].[CH3:22][O:23][C:24]1[CH:25]=[C:26]2[C:31](=[CH:32][C:33]=1[O:34][CH3:35])[C@H:30]([CH2:36][CH2:37][C:38]1[CH:43]=[CH:42][C:41]([CH3:44])=[CH:40][CH:39]=1)[NH:29][CH2:28][CH2:27]2. (6) Given the product [CH:21]1([NH:27][C:28]2[C@:12]3([CH2:13][CH2:14][N:9]([CH2:8][C:7]4[CH:18]=[CH:19][CH:20]=[C:5]([O:4][CH:1]([CH3:3])[CH3:2])[CH:6]=4)[C@@H:10]([CH:16]=[CH2:17])[CH2:11]3)[N:38]([C:37]3[CH:39]=[CH:40][CH:41]=[C:35]([F:34])[CH:36]=3)[C:30](=[O:29])[N:31]=2)[CH2:26][CH2:25][CH2:24][CH2:23][CH2:22]1, predict the reactants needed to synthesize it. The reactants are: [CH:1]([O:4][C:5]1[CH:6]=[C:7]([CH:18]=[CH:19][CH:20]=1)[CH2:8][N:9]1[CH2:14][CH2:13][C:12](=O)[CH2:11][CH:10]1[CH:16]=[CH2:17])([CH3:3])[CH3:2].[CH:21]1([N+:27]#[C-:28])[CH2:26][CH2:25][CH2:24][CH2:23][CH2:22]1.[O-:29][C:30]#[N:31].[K+].Cl.[F:34][C:35]1[CH:36]=[C:37]([CH:39]=[CH:40][CH:41]=1)[NH2:38]. (7) Given the product [NH2:19][C:16]1[CH:17]=[CH:18][C:13]([CH2:12][CH:7]([NH:6][C:4](=[O:5])[C:3]2[C:22]([Cl:26])=[CH:23][CH:24]=[CH:25][C:2]=2[Cl:1])[C:8]([O:10][CH3:11])=[O:9])=[CH:14][CH:15]=1, predict the reactants needed to synthesize it. The reactants are: [Cl:1][C:2]1[CH:25]=[CH:24][CH:23]=[C:22]([Cl:26])[C:3]=1[C:4]([NH:6][CH:7]([CH2:12][C:13]1[CH:18]=[CH:17][C:16]([N+:19]([O-])=O)=[CH:15][CH:14]=1)[C:8]([O:10][CH3:11])=[O:9])=[O:5]. (8) Given the product [CH3:22][C:12]1[CH:17]=[CH:16][C:15]([S:18]([O:11][CH:8]([C:3]2[CH:4]=[CH:5][CH:6]=[CH:7][C:2]=2[Cl:1])[C:9]#[N:10])(=[O:20])=[O:19])=[CH:14][CH:13]=1, predict the reactants needed to synthesize it. The reactants are: [Cl:1][C:2]1[CH:7]=[CH:6][CH:5]=[CH:4][C:3]=1[CH:8]([OH:11])[C:9]#[N:10].[C:12]1([CH3:22])[CH:17]=[CH:16][C:15]([S:18](Cl)(=[O:20])=[O:19])=[CH:14][CH:13]=1.CCN(CC)CC.O. (9) Given the product [CH2:1]([O:3][C:4]([C:6]1[S:10][C:9]([NH:11][O:23][C:21]([O:20][C:16]([CH3:19])([CH3:18])[CH3:17])=[O:22])=[N:8][C:7]=1[C:12]([F:14])([F:15])[F:13])=[O:5])[CH3:2], predict the reactants needed to synthesize it. The reactants are: [CH2:1]([O:3][C:4]([C:6]1[S:10][C:9]([NH2:11])=[N:8][C:7]=1[C:12]([F:15])([F:14])[F:13])=[O:5])[CH3:2].[C:16]([O:20][C:21]([O:23]C(OC(C)(C)C)=O)=[O:22])([CH3:19])([CH3:18])[CH3:17].